Task: Predict the reaction yield, written as a fraction of the theoretical maximum amount of product (1.0 means a 100% yield; for example, 0.34 means a 34% yield).. Dataset: Reaction yield outcomes from USPTO patents with 853,638 reactions (1) The reactants are C([O-])([O-])=O.[K+].[K+].C([O:15][C@H:16]1[C@@H:20]([CH2:21][CH3:22])[CH2:19][N:18]([C:23]([O:25][CH2:26][C:27]2[CH:32]=[CH:31][CH:30]=[CH:29][CH:28]=2)=[O:24])[CH2:17]1)(=O)C1C=CC=CC=1. The catalyst is O.C(O)C. The product is [CH2:21]([C@H:20]1[CH2:19][N:18]([C:23]([O:25][CH2:26][C:27]2[CH:28]=[CH:29][CH:30]=[CH:31][CH:32]=2)=[O:24])[CH2:17][C@H:16]1[OH:15])[CH3:22]. The yield is 0.680. (2) The product is [CH3:4][C:5]1[CH:6]=[C:7]([CH2:8][C:1]#[N:2])[CH:10]=[C:11]([CH3:25])[C:12]=1[O:13][C:14]1[CH:19]=[CH:18][C:17]([O:20][CH3:21])=[C:16]([CH:22]([CH3:24])[CH3:23])[CH:15]=1. The yield is 0.850. The reactants are [C-:1]#[N:2].[Na+].[CH3:4][C:5]1[CH:6]=[C:7]([CH:10]=[C:11]([CH3:25])[C:12]=1[O:13][C:14]1[CH:19]=[CH:18][C:17]([O:20][CH3:21])=[C:16]([CH:22]([CH3:24])[CH3:23])[CH:15]=1)[CH2:8]Br. The catalyst is O.C(O)C. (3) The reactants are [H-].COCCO[Al+]OCCOC.[Na+].[H-].[CH2:15]([NH:22][C:23]([CH:25]1[CH2:34][C:33](=O)[C:32]2[C:27](=[CH:28][C:29]([OH:36])=[CH:30][CH:31]=2)[O:26]1)=O)[C:16]1[CH:21]=[CH:20][CH:19]=[CH:18][CH:17]=1. The catalyst is C1COCC1. The product is [CH2:15]([N:22]1[CH:33]2[CH2:34][CH:25]([O:26][C:27]3[CH:28]=[C:29]([OH:36])[CH:30]=[CH:31][C:32]=32)[CH2:23]1)[C:16]1[CH:21]=[CH:20][CH:19]=[CH:18][CH:17]=1. The yield is 0.220. (4) The reactants are Br[C:2]1[CH:8]=[C:7]([N+:9]([O-:11])=[O:10])[CH:6]=[CH:5][C:3]=1[NH2:4].[C:12]([CH:14]1[CH2:16][CH2:15]1)#[CH:13]. The catalyst is C(N(CC)CC)C.[Cu]I.Cl[Pd](Cl)([P](C1C=CC=CC=1)(C1C=CC=CC=1)C1C=CC=CC=1)[P](C1C=CC=CC=1)(C1C=CC=CC=1)C1C=CC=CC=1. The product is [CH:14]1([C:12]#[C:13][C:2]2[CH:8]=[C:7]([N+:9]([O-:11])=[O:10])[CH:6]=[CH:5][C:3]=2[NH2:4])[CH2:16][CH2:15]1. The yield is 0.230. (5) The reactants are [CH:1]1([Mg]Br)[CH2:3][CH2:2]1.[CH:6]1(Br)[CH2:8]C1.[Mg].C(/N=[CH:16]/[C:17]1[C:22](F)=[CH:21][CH:20]=[CH:19][C:18]=1F)CCC.[CH2:25]([O:27]CC)C. The catalyst is [Cl-].[Mn+2].[Cl-]. The product is [CH:1]1([C:21]2[CH:20]=[CH:19][CH:18]=[C:17]([CH:16]3[CH2:6][CH2:8]3)[C:22]=2[CH:25]=[O:27])[CH2:3][CH2:2]1. The yield is 0.640.